From a dataset of Forward reaction prediction with 1.9M reactions from USPTO patents (1976-2016). Predict the product of the given reaction. Given the reactants [CH2:1]([O:8][C:9]1[C:10]([N+:17]([O-])=O)=[C:11]([CH:14]=[CH:15][CH:16]=1)[C:12]#[N:13])[C:2]1[CH:7]=[CH:6][CH:5]=[CH:4][CH:3]=1.C(O)(=O)C, predict the reaction product. The product is: [NH2:17][C:10]1[C:9]([O:8][CH2:1][C:2]2[CH:7]=[CH:6][CH:5]=[CH:4][CH:3]=2)=[CH:16][CH:15]=[CH:14][C:11]=1[C:12]#[N:13].